Dataset: Catalyst prediction with 721,799 reactions and 888 catalyst types from USPTO. Task: Predict which catalyst facilitates the given reaction. (1) Reactant: Cl[C:2]1[N:7]=[CH:6][C:5]([C:8]2[CH:9]=[CH:10][C:11](=[O:16])[N:12]([CH2:14][CH3:15])[CH:13]=2)=[CH:4][CH:3]=1.[NH2:17][NH2:18].CO. Product: [NH:17]([C:2]1[N:7]=[CH:6][C:5]([C:8]2[CH:9]=[CH:10][C:11](=[O:16])[N:12]([CH2:14][CH3:15])[CH:13]=2)=[CH:4][CH:3]=1)[NH2:18]. The catalyst class is: 378. (2) Reactant: CO[C:3](=[O:20])[C:4]1[CH:16]=[CH:15][C:7]([C:8]([O:10][C:11]([CH3:14])([CH3:13])[CH3:12])=[O:9])=[CH:6][C:5]=1[N+]([O-])=O.[C:21]([O:25][CH3:26])(=[O:24])[CH2:22][SH:23].O.[OH-].[Li+]. Product: [CH3:26][O:25][C:21]([C:22]1[S:23][C:5]2[CH:6]=[C:7]([C:8]([O:10][C:11]([CH3:12])([CH3:13])[CH3:14])=[O:9])[CH:15]=[CH:16][C:4]=2[C:3]=1[OH:20])=[O:24]. The catalyst class is: 42. (3) Reactant: [Br:1][C:2]1[C:7]([OH:8])=[CH:6][C:5]([Br:9])=[CH:4][N:3]=1.C(=O)([O-])[O-].[K+].[K+].[CH2:16](Br)[C:17]1[CH:22]=[CH:21][CH:20]=[CH:19][CH:18]=1. Product: [CH2:16]([O:8][C:7]1[C:2]([Br:1])=[N:3][CH:4]=[C:5]([Br:9])[CH:6]=1)[C:17]1[CH:22]=[CH:21][CH:20]=[CH:19][CH:18]=1. The catalyst class is: 35. (4) The catalyst class is: 53. Product: [Br:22][CH2:1][C:2]1[N:3]=[C:4]([C:12]2[CH:17]=[CH:16][C:15]([C:18]([F:21])([F:20])[F:19])=[CH:14][CH:13]=2)[S:5][C:6]=1[C:7]([O:9][CH2:10][CH3:11])=[O:8]. Reactant: [CH3:1][C:2]1[N:3]=[C:4]([C:12]2[CH:17]=[CH:16][C:15]([C:18]([F:21])([F:20])[F:19])=[CH:14][CH:13]=2)[S:5][C:6]=1[C:7]([O:9][CH2:10][CH3:11])=[O:8].[Br:22]N1C(=O)CCC1=O.C(OOC(=O)C1C=CC=CC=1)(=O)C1C=CC=CC=1. (5) Reactant: [F:1][C:2]1[CH:7]=[CH:6][CH:5]=[CH:4][C:3]=1[S:8](Cl)(=[O:10])=[O:9].[NH2:12][C:13]1[C:14]2[C:21]([C:22]([C:24]3[CH:29]=[CH:28][CH:27]=[C:26]([NH2:30])[N:25]=3)=[O:23])=[CH:20][N:19]([CH:31]([CH3:33])[CH3:32])[C:15]=2[N:16]=[CH:17][N:18]=1. Product: [NH2:12][C:13]1[C:14]2[C:21]([C:22]([C:24]3[N:25]=[C:26]([NH:30][S:8]([C:3]4[CH:4]=[CH:5][CH:6]=[CH:7][C:2]=4[F:1])(=[O:10])=[O:9])[CH:27]=[CH:28][CH:29]=3)=[O:23])=[CH:20][N:19]([CH:31]([CH3:33])[CH3:32])[C:15]=2[N:16]=[CH:17][N:18]=1. The catalyst class is: 17.